Dataset: Reaction yield outcomes from USPTO patents with 853,638 reactions. Task: Predict the reaction yield, written as a fraction of the theoretical maximum amount of product (1.0 means a 100% yield; for example, 0.34 means a 34% yield). The reactants are [F:1][C:2]1([F:44])[CH2:7][C@H:6]([O:8][C:9]2[CH:14]=[CH:13][C:12]([S:15]([N:18](CC3C=CC(OC)=CC=3OC)[C:19]3[CH:24]=[CH:23][N:22]=[CH:21][N:20]=3)(=[O:17])=[O:16])=[C:11]([F:36])[C:10]=2[CH3:37])[C@@H:5]([C:38]2[N:42]([CH3:43])[N:41]=[CH:40][CH:39]=2)[CH2:4][CH2:3]1.C([SiH](CC)CC)C.FC(F)(F)C(O)=O. The catalyst is ClCCl. The product is [F:44][C:2]1([F:1])[CH2:7][C@H:6]([O:8][C:9]2[CH:14]=[CH:13][C:12]([S:15]([NH:18][C:19]3[CH:24]=[CH:23][N:22]=[CH:21][N:20]=3)(=[O:16])=[O:17])=[C:11]([F:36])[C:10]=2[CH3:37])[C@@H:5]([C:38]2[N:42]([CH3:43])[N:41]=[CH:40][CH:39]=2)[CH2:4][CH2:3]1. The yield is 0.790.